Dataset: Forward reaction prediction with 1.9M reactions from USPTO patents (1976-2016). Task: Predict the product of the given reaction. Given the reactants [Cl:1][C:2]1[CH:7]=[CH:6][C:5]([S:8]([NH:11][CH2:12][C:13]2[CH:18]=[CH:17][CH:16]=[CH:15][N:14]=2)(=[O:10])=[O:9])=[CH:4][CH:3]=1.Br[CH2:20][C:21]1[CH:28]=[CH:27][C:24]([C:25]#[N:26])=[C:23]([F:29])[CH:22]=1.C(=O)([O-])[O-].[Cs+].[Cs+], predict the reaction product. The product is: [Cl:1][C:2]1[CH:3]=[CH:4][C:5]([S:8]([N:11]([CH2:20][C:21]2[CH:28]=[CH:27][C:24]([C:25]#[N:26])=[C:23]([F:29])[CH:22]=2)[CH2:12][C:13]2[CH:18]=[CH:17][CH:16]=[CH:15][N:14]=2)(=[O:10])=[O:9])=[CH:6][CH:7]=1.